Dataset: Experimentally validated miRNA-target interactions with 360,000+ pairs, plus equal number of negative samples. Task: Binary Classification. Given a miRNA mature sequence and a target amino acid sequence, predict their likelihood of interaction. (1) The miRNA is hsa-miR-3150b-5p with sequence CAACCUCGAGGAUCUCCCCAGC. The protein sequence of the target gene is MAFSRIALLCQRFSRQQQQRQLLHRPLTTKLDNTRFLHPNQSKLAQNLIVIFTRQPFSPDDPELLILSPELNTKVVETVLNGFKRWGLAYLFFNWASKQEGYRNDMYAYNAMASILSRARQNASLKALVVDVLNSRCFMSPGAFGFFIRCLGNAGLVDEASSVFDRVREMGLCVPNAYTYNCLLEAISKSNSSSVELVEARLKEMRDCGFHFDKFTLTPVLQVYCNTGKSERALSVFNEILSRGWLDEHISTILVVSFCKWGQVDKAFELIEMLEERDIRLNYKTYCVLIHGFVKESRID.... Result: 0 (no interaction). (2) The miRNA is mmu-miR-1981-5p with sequence GUAAAGGCUGGGCUUAGACGUGGC. The protein sequence of the target gene is MFSMRIVCLVLSVVGTAWTADSGEGDFLAEGGGVRGPRVVERHQSACKDSDWPFCSDEDWNYKCPSGCRMKGLIDEVNQDFTNRINKLKNSLFEYQKNNKDSHSLTTNIMEILRGDFSSANNRDNTYNRVSEDLRSRIEVLKRKVIEKVQHIQLLQKNVRAQLVDMKRLEVDIDIKIRSCRGSCSRALAREVDLKDYEDQQKQLEQVIAKDLLPSRDRQHLPLIKMKPVPDLVPGNFKSQLQKVPPEWKALTDMPQMRMELERPGGNEITRGGSTSYGTGSETESPRNPSSAGSWNSGSS.... Result: 0 (no interaction).